Task: Predict the reactants needed to synthesize the given product.. Dataset: Full USPTO retrosynthesis dataset with 1.9M reactions from patents (1976-2016) (1) Given the product [CH3:1][O:2][C:3]1[C:11]2[O:10][CH:9]=[C:8]([CH2:12][CH2:13][I:34])[C:7]=2[CH:6]=[CH:5][CH:4]=1, predict the reactants needed to synthesize it. The reactants are: [CH3:1][O:2][C:3]1[C:11]2[O:10][CH:9]=[C:8]([CH2:12][CH2:13]O)[C:7]=2[CH:6]=[CH:5][CH:4]=1.C1(P(C2C=CC=CC=2)C2C=CC=CC=2)C=CC=CC=1.[I:34]I.N1C=CN=C1. (2) Given the product [OH:16][CH2:15][C:12]1[CH:13]=[CH:14][C:9]([S:8][CH:2]2[CH2:6][CH2:5][O:4][C:3]2=[O:7])=[CH:10][CH:11]=1, predict the reactants needed to synthesize it. The reactants are: Br[CH:2]1[CH2:6][CH2:5][O:4][C:3]1=[O:7].[SH:8][C:9]1[CH:14]=[CH:13][C:12]([CH2:15][OH:16])=[CH:11][CH:10]=1.C(N(CC)CC)C.